From a dataset of Catalyst prediction with 721,799 reactions and 888 catalyst types from USPTO. Predict which catalyst facilitates the given reaction. Reactant: [C:1]([C:4]1[CH:5]=[CH:6][C:7]2[O:12][CH2:11][C:10](=[O:13])[NH:9][C:8]=2[CH:14]=1)(=[O:3])[CH3:2].C([O-])([O-])=O.[K+].[K+].[CH2:21]([O:23][C:24](=[O:28])[CH:25](Br)[CH3:26])[CH3:22]. Product: [CH2:21]([O:23][C:24](=[O:28])[CH:25]([N:9]1[C:8]2[CH:14]=[C:4]([C:1](=[O:3])[CH3:2])[CH:5]=[CH:6][C:7]=2[O:12][CH2:11][C:10]1=[O:13])[CH3:26])[CH3:22]. The catalyst class is: 21.